From a dataset of Full USPTO retrosynthesis dataset with 1.9M reactions from patents (1976-2016). Predict the reactants needed to synthesize the given product. (1) Given the product [Cl:1][C:2]1[CH:3]=[CH:4][C:5]([O:14][CH3:15])=[C:6]([C:8]#[CH:9])[CH:7]=1, predict the reactants needed to synthesize it. The reactants are: [Cl:1][C:2]1[CH:3]=[CH:4][C:5]([O:14][CH3:15])=[C:6]([C:8]#[C:9][Si](C)(C)C)[CH:7]=1.C([O-])([O-])=O.[K+].[K+].O. (2) Given the product [CH3:1][O:2][C:3]1[CH:31]=[C:30]([O:32][CH3:33])[CH:29]=[CH:28][C:4]=1[CH2:5][NH:6][C:7]1[CH:14]=[CH:13][C:10]([C:11]#[N:12])=[CH:9][C:8]=1[NH:15][C:16]1[N:21]=[C:20]([NH:46][C@H:39]2[C:38]3[C:43](=[CH:44][CH:45]=[C:36]([F:35])[CH:37]=3)[O:42][CH2:41][CH2:40]2)[C:19]([N+:25]([O-:27])=[O:26])=[CH:18][N:17]=1, predict the reactants needed to synthesize it. The reactants are: [CH3:1][O:2][C:3]1[CH:31]=[C:30]([O:32][CH3:33])[CH:29]=[CH:28][C:4]=1[CH2:5][NH:6][C:7]1[CH:14]=[CH:13][C:10]([C:11]#[N:12])=[CH:9][C:8]=1[NH:15][C:16]1[N:21]=[C:20](SC#N)[C:19]([N+:25]([O-:27])=[O:26])=[CH:18][N:17]=1.Cl.[F:35][C:36]1[CH:37]=[C:38]2[C:43](=[CH:44][CH:45]=1)[O:42][CH2:41][CH2:40][C@H:39]2[NH2:46].O. (3) Given the product [Br:19][C:5]1[C:6]([CH3:18])=[C:7]([C:2]([NH:1][S:27]([C:24]2[CH:25]=[CH:26][C:21]([F:20])=[CH:22][CH:23]=2)(=[O:29])=[O:28])=[CH:3][CH:4]=1)[C:8]([O:10][CH2:11][C:12]1[CH:13]=[CH:14][CH:15]=[CH:16][CH:17]=1)=[O:9], predict the reactants needed to synthesize it. The reactants are: [NH2:1][C:2]1[C:7]([C:8]([O:10][CH2:11][C:12]2[CH:17]=[CH:16][CH:15]=[CH:14][CH:13]=2)=[O:9])=[C:6]([CH3:18])[C:5]([Br:19])=[CH:4][CH:3]=1.[F:20][C:21]1[CH:26]=[CH:25][C:24]([S:27](Cl)(=[O:29])=[O:28])=[CH:23][CH:22]=1.N1C=CC=CC=1. (4) Given the product [F:34][C:35]1([F:40])[CH2:39][CH2:38][N:37]([C:12]2[N:11]=[CH:10][C:9]3[O:8][C:5]4[C:4]([C@:15]5([N:20]=[C:19]([NH2:21])[CH2:18][O:17][CH2:16]5)[C:14]=3[CH:13]=2)=[CH:3][C:2]([C:26]2[CH:27]=[N:28][CH:29]=[C:24]([F:23])[CH:25]=2)=[CH:7][CH:6]=4)[CH2:36]1, predict the reactants needed to synthesize it. The reactants are: Br[C:2]1[CH:3]=[C:4]2[C@:15]3([N:20]=[C:19]([NH2:21])[CH2:18][O:17][CH2:16]3)[C:14]3[CH:13]=[C:12](Cl)[N:11]=[CH:10][C:9]=3[O:8][C:5]2=[CH:6][CH:7]=1.[F:23][C:24]1[CH:25]=[C:26](B(O)O)[CH:27]=[N:28][CH:29]=1.Cl.[F:34][C:35]1([F:40])[CH2:39][CH2:38][NH:37][CH2:36]1.